Dataset: Full USPTO retrosynthesis dataset with 1.9M reactions from patents (1976-2016). Task: Predict the reactants needed to synthesize the given product. (1) The reactants are: FC1C=C(F)C=CC=1C1C=C(CN2C(=O)C3=CC=CC=C3C2=O)C(=O)N(CC(C)C)N=1.[C:32]([C:35]1[C:36](=[O:57])[N:37]([CH2:49][C:50]2[CH:55]=[CH:54][CH:53]=[CH:52][C:51]=2[Cl:56])[N:38]=[C:39]([C:41]2[CH:46]=[CH:45][C:44]([F:47])=[C:43]([CH3:48])[CH:42]=2)[CH:40]=1)(O)=[O:33]. Given the product [Cl:56][C:51]1[CH:52]=[CH:53][CH:54]=[CH:55][C:50]=1[CH2:49][N:37]1[C:36](=[O:57])[C:35]([CH2:32][OH:33])=[CH:40][C:39]([C:41]2[CH:46]=[CH:45][C:44]([F:47])=[C:43]([CH3:48])[CH:42]=2)=[N:38]1, predict the reactants needed to synthesize it. (2) Given the product [C:1]([C:5]1[CH:6]=[CH:7][C:8]([C:12]([NH:14][S:15]([C:18]2[CH:23]=[CH:22][CH:21]=[C:20]([F:24])[N:19]=2)(=[O:17])=[O:16])=[O:13])=[C:9]([C:25]2[CH2:30][CH2:29][CH2:28][CH2:27][CH:26]=2)[N:10]=1)([CH3:4])([CH3:3])[CH3:2], predict the reactants needed to synthesize it. The reactants are: [C:1]([C:5]1[N:10]=[C:9](Cl)[C:8]([C:12]([NH:14][S:15]([C:18]2[CH:23]=[CH:22][CH:21]=[C:20]([F:24])[N:19]=2)(=[O:17])=[O:16])=[O:13])=[CH:7][CH:6]=1)([CH3:4])([CH3:3])[CH3:2].[C:25]1(B(O)O)[CH2:30][CH2:29][CH2:28][CH2:27][CH:26]=1.C(=O)([O-])[O-].[Na+].[Na+].